This data is from Forward reaction prediction with 1.9M reactions from USPTO patents (1976-2016). The task is: Predict the product of the given reaction. (1) Given the reactants Br[C:2]1[CH:3]=[C:4]([C:8]2[CH:9]=[C:10]3[C:15](=[C:16]([NH2:18])[N:17]=2)[CH:14]=[N:13][C:12]2[CH:19]=[C:20]([O:25][CH3:26])[C:21]([O:23][CH3:24])=[CH:22][C:11]3=2)[CH:5]=[N:6][CH:7]=1.[CH3:27][O:28][C:29]1[CH:34]=[CH:33][C:32]([OH:35])=[CH:31][CH:30]=1.CC(C)([O-])C.[Na+].C(P(C(C)(C)C)C1C=CC=CC=1C1C(C(C)C)=CC(C(C)C)=CC=1C(C)C)(C)(C)C, predict the reaction product. The product is: [CH3:26][O:25][C:20]1[C:21]([O:23][CH3:24])=[CH:22][C:11]2[C:10]3[C:15](=[C:16]([NH2:18])[N:17]=[C:8]([C:4]4[CH:5]=[N:6][CH:7]=[C:2]([O:35][C:32]5[CH:33]=[CH:34][C:29]([O:28][CH3:27])=[CH:30][CH:31]=5)[CH:3]=4)[CH:9]=3)[CH:14]=[N:13][C:12]=2[CH:19]=1. (2) Given the reactants [CH3:1][O:2][C:3](=[O:13])[CH2:4][C:5]1[CH:10]=[CH:9][C:8]([Cl:11])=[CH:7][C:6]=1[Cl:12].[CH2:14]=O.C[O-].[Na+].Cl, predict the reaction product. The product is: [CH3:1][O:2][C:3](=[O:13])[C:4]([C:5]1[CH:10]=[CH:9][C:8]([Cl:11])=[CH:7][C:6]=1[Cl:12])=[CH2:14]. (3) Given the reactants [CH3:1][S:2][C:3]1[CH:4]=[CH:5][C:6]([CH:9]([CH2:14][CH:15]2[CH2:20][CH2:19][O:18][CH2:17][CH2:16]2)[C:10](=[O:13])[CH:11]=[CH2:12])=[N:7][CH:8]=1.C(O)C.O1CCCC1.[Si:29]([O:36][CH:37]([C:39]1[CH:40]=[CH:41][C:42]([CH:45]=[O:46])=[N:43][CH:44]=1)[CH3:38])([C:32]([CH3:35])([CH3:34])[CH3:33])([CH3:31])[CH3:30], predict the reaction product. The product is: [Si:29]([O:36][CH:37]([C:39]1[CH:40]=[CH:41][C:42]([C:45](=[O:46])[CH2:12][CH2:11][C:10](=[O:13])[CH:9]([C:6]2[CH:5]=[CH:4][C:3]([S:2][CH3:1])=[CH:8][N:7]=2)[CH2:14][CH:15]2[CH2:16][CH2:17][O:18][CH2:19][CH2:20]2)=[N:43][CH:44]=1)[CH3:38])([C:32]([CH3:35])([CH3:33])[CH3:34])([CH3:31])[CH3:30]. (4) The product is: [CH3:32][O:3][CH2:4][C:5]1[CH:6]=[CH:7][C:8]([C:11]2[N:15]([C:16]3[CH:17]=[N:18][CH:19]=[CH:20][CH:21]=3)[N:14]=[C:13]([C:22]([N:24]3[CH2:25][CH2:26][C:27]([F:30])([F:31])[CH2:28][CH2:29]3)=[O:23])[CH:12]=2)=[N:9][CH:10]=1. Given the reactants [H-].[Na+].[OH:3][CH2:4][C:5]1[CH:6]=[CH:7][C:8]([C:11]2[N:15]([C:16]3[CH:17]=[N:18][CH:19]=[CH:20][CH:21]=3)[N:14]=[C:13]([C:22]([N:24]3[CH2:29][CH2:28][C:27]([F:31])([F:30])[CH2:26][CH2:25]3)=[O:23])[CH:12]=2)=[N:9][CH:10]=1.[CH3:32]I, predict the reaction product. (5) Given the reactants B(Br)(Br)Br.C[O:6][C:7]1[CH:8]=[C:9]([CH:18]=[CH:19][CH:20]=1)[CH2:10][NH:11][CH:12]1[CH2:17][CH2:16][CH2:15][CH2:14][CH2:13]1, predict the reaction product. The product is: [OH:6][C:7]1[CH:8]=[C:9]([CH:18]=[CH:19][CH:20]=1)[CH2:10][NH:11][CH:12]1[CH2:17][CH2:16][CH2:15][CH2:14][CH2:13]1. (6) Given the reactants N#N.[Cl:3][C:4]1[CH:28]=[CH:27][CH:26]=[CH:25][C:5]=1[CH2:6][O:7][C:8](=[O:24])[NH:9][C:10]1[CH:14]=[N:13][N:12]([CH2:15][C:16]2[N:17]=[C:18]([CH:21](O)[OH:22])[O:19][CH:20]=2)[N:11]=1.[CH3:29][Mg]Br.[NH4+].[Cl-], predict the reaction product. The product is: [Cl:3][C:4]1[CH:28]=[CH:27][CH:26]=[CH:25][C:5]=1[CH2:6][O:7][C:8](=[O:24])[NH:9][C:10]1[CH:14]=[N:13][N:12]([CH2:15][C:16]2[N:17]=[C:18]([CH:21]([OH:22])[CH3:29])[O:19][CH:20]=2)[N:11]=1. (7) Given the reactants [Cl:1][C:2]1[CH:8]=[CH:7][C:5]([NH2:6])=[CH:4][C:3]=1[C:9]1[CH:14]=[CH:13][CH:12]=[CH:11][N:10]=1.C(OC([N:22]1[CH2:27][CH2:26][CH:25]([CH2:28][C:29]2[CH:37]=[CH:36][C:32]([C:33](O)=[O:34])=[CH:31][CH:30]=2)[CH2:24][CH2:23]1)=O)(C)(C)C.Cl, predict the reaction product. The product is: [Cl:1][C:2]1[CH:8]=[CH:7][C:5]([NH:6][C:33](=[O:34])[C:32]2[CH:31]=[CH:30][C:29]([CH2:28][CH:25]3[CH2:24][CH2:23][NH:22][CH2:27][CH2:26]3)=[CH:37][CH:36]=2)=[CH:4][C:3]=1[C:9]1[CH:14]=[CH:13][CH:12]=[CH:11][N:10]=1. (8) Given the reactants [NH2:1][C:2]1[N:7]=[C:6]([NH2:8])[C:5]([O:9][CH2:10][CH2:11][CH2:12][O:13][C:14]2[C:23]3[C:18](=[CH:19][CH:20]=[CH:21][CH:22]=3)[N:17]=[CH:16][CH:15]=2)=[C:4]([CH2:24][CH3:25])[N:3]=1.[ClH:26], predict the reaction product. The product is: [ClH:26].[ClH:26].[NH2:1][C:2]1[N:7]=[C:6]([NH2:8])[C:5]([O:9][CH2:10][CH2:11][CH2:12][O:13][C:14]2[C:23]3[C:18](=[CH:19][CH:20]=[CH:21][CH:22]=3)[N:17]=[CH:16][CH:15]=2)=[C:4]([CH2:24][CH3:25])[N:3]=1.